From a dataset of Full USPTO retrosynthesis dataset with 1.9M reactions from patents (1976-2016). Predict the reactants needed to synthesize the given product. Given the product [C:36]1([S:42]([C:45]2[CH:46]=[CH:47][C:48]([C:66]([F:67])([F:68])[F:69])=[C:49]([S:51]([NH:54][CH:55]3[CH2:60][CH2:59][N:58]([C@@H:61]([CH3:65])[C:62]([NH2:64])=[O:63])[CH2:57][CH2:56]3)(=[O:53])=[O:52])[CH:50]=2)(=[O:44])=[O:43])[CH:37]=[CH:38][CH:39]=[CH:40][CH:41]=1, predict the reactants needed to synthesize it. The reactants are: C1(S(C2C=CC(C(F)(F)F)=C(S(NC3CCNCC3)(=O)=O)C=2)(=O)=O)C=CC=CC=1.BrC(C)C(N)=O.[C:36]1([S:42]([C:45]2[CH:46]=[CH:47][C:48]([C:66]([F:69])([F:68])[F:67])=[C:49]([S:51]([NH:54][CH:55]3[CH2:60][CH2:59][N:58]([CH:61]([CH3:65])[C:62]([NH2:64])=[O:63])[CH2:57][CH2:56]3)(=[O:53])=[O:52])[CH:50]=2)(=[O:44])=[O:43])[CH:41]=[CH:40][CH:39]=[CH:38][CH:37]=1.